Task: Predict the product of the given reaction.. Dataset: Forward reaction prediction with 1.9M reactions from USPTO patents (1976-2016) (1) Given the reactants [F:1][C:2]1[C:7]([F:8])=[CH:6][CH:5]=[CH:4][C:3]=1[C:9]1[N:17]=[C:12]2[CH:13]=[N:14][NH:15][CH:16]=[C:11]2[N:10]=1.Cl[CH2:19][C:20]1[O:24][N:23]=[C:22]([C:25]2[CH:30]=[CH:29][C:28]([O:31][CH3:32])=[CH:27][C:26]=2[C:33]([F:36])([F:35])[F:34])[CH:21]=1, predict the reaction product. The product is: [F:1][C:2]1[C:7]([F:8])=[CH:6][CH:5]=[CH:4][C:3]=1[C:9]1[N:17]=[C:12]2[CH:13]=[N:14][N:15]([CH2:19][C:20]3[O:24][N:23]=[C:22]([C:25]4[CH:30]=[CH:29][C:28]([O:31][CH3:32])=[CH:27][C:26]=4[C:33]([F:35])([F:34])[F:36])[CH:21]=3)[CH:16]=[C:11]2[N:10]=1. (2) Given the reactants [CH2:1]([O:8][C:9]1[CH:14]=[CH:13][C:12]([OH:15])=[CH:11][CH:10]=1)[C:2]1[CH:7]=[CH:6][CH:5]=[CH:4][CH:3]=1.C([O-])([O-])=O.[Cs+].[Cs+].I[C:23]1[CH:28]=[CH:27][N:26]=[CH:25][CH:24]=1.COCCOCCOC, predict the reaction product. The product is: [CH2:1]([O:8][C:9]1[CH:10]=[CH:11][C:12]([O:15][C:23]2[CH:28]=[CH:27][N:26]=[CH:25][CH:24]=2)=[CH:13][CH:14]=1)[C:2]1[CH:3]=[CH:4][CH:5]=[CH:6][CH:7]=1. (3) Given the reactants [CH2:1]([O:3][C:4](=[O:26])[C:5]([O:23][CH2:24][CH3:25])([CH3:22])[CH:6]([C:8]1[CH:13]=[CH:12][C:11]([O:14][CH2:15][C:16]2[CH:21]=[CH:20][CH:19]=[CH:18][CH:17]=2)=[CH:10][CH:9]=1)O)[CH3:2].C([SiH](CC)CC)C.B(F)(F)F.CCOCC, predict the reaction product. The product is: [CH2:1]([O:3][C:4](=[O:26])[C:5]([O:23][CH2:24][CH3:25])([CH3:22])[CH2:6][C:8]1[CH:13]=[CH:12][C:11]([O:14][CH2:15][C:16]2[CH:17]=[CH:18][CH:19]=[CH:20][CH:21]=2)=[CH:10][CH:9]=1)[CH3:2]. (4) Given the reactants [CH3:1][O:2][C:3](=[O:26])[C:4]([CH3:25])([O:6][C:7]1[CH:8]=[C:9]([CH:22]=[CH:23][CH:24]=1)/[CH:10]=[N:11]/[C:12]1[CH:21]=[CH:20][C:15]([C:16]([O:18][CH3:19])=[O:17])=[CH:14][CH:13]=1)[CH3:5], predict the reaction product. The product is: [OH:2][CH:3]1[C:21]2[C:12](=[CH:13][CH:14]=[C:15]([C:16]([O:18][CH3:19])=[O:17])[CH:20]=2)[NH:11][CH:10]([C:9]2[CH:22]=[CH:23][CH:24]=[C:7]([O:6][C:4]([CH3:5])([CH3:25])[C:3]([O:2][CH3:1])=[O:26])[CH:8]=2)[C:4]1([CH3:25])[CH3:5]. (5) Given the reactants C(=O)([O-])[O-].[K+:5].[K+].[CH2:7]([C:11]1[N:12]([CH2:40][C:41]2[CH:46]=[CH:45][C:44]([C:47]3[CH:52]=[CH:51][CH:50]=[CH:49][C:48]=3[C:53]3[NH:57][N:56]=[N:55][N:54]=3)=[CH:43][CH:42]=2)[C:13]([C:17]([O:19][CH:20]([O:22][C:23]([O:25][CH2:26][CH2:27][CH2:28][CH2:29][C@@H:30]([O:36][N+:37]([O-:39])=[O:38])[CH2:31][O:32][N+:33]([O-:35])=[O:34])=[O:24])[CH3:21])=[O:18])=[C:14]([Cl:16])[N:15]=1)[CH2:8][CH2:9][CH3:10], predict the reaction product. The product is: [N+:37]([O:36][C@@H:30]([CH2:31][O:32][N+:33]([O-:35])=[O:34])[CH2:29][CH2:28][CH2:27][CH2:26][O:25][C:23]([O:22][CH:20]([O:19][C:17]([C:13]1[N:12]([CH2:40][C:41]2[CH:42]=[CH:43][C:44]([C:47]3[CH:52]=[CH:51][CH:50]=[CH:49][C:48]=3[C:53]3[N-:57][N:56]=[N:55][N:54]=3)=[CH:45][CH:46]=2)[C:11]([CH2:7][CH2:8][CH2:9][CH3:10])=[N:15][C:14]=1[Cl:16])=[O:18])[CH3:21])=[O:24])([O-:39])=[O:38].[K+:5].